Regression. Given two drug SMILES strings and cell line genomic features, predict the synergy score measuring deviation from expected non-interaction effect. From a dataset of NCI-60 drug combinations with 297,098 pairs across 59 cell lines. (1) Drug 1: C1=CN(C(=O)N=C1N)C2C(C(C(O2)CO)O)O.Cl. Drug 2: C1C(C(OC1N2C=NC(=NC2=O)N)CO)O. Cell line: K-562. Synergy scores: CSS=57.5, Synergy_ZIP=3.20, Synergy_Bliss=3.77, Synergy_Loewe=8.37, Synergy_HSA=11.1. (2) Drug 1: C1=CC(=C2C(=C1NCCNCCO)C(=O)C3=C(C=CC(=C3C2=O)O)O)NCCNCCO. Drug 2: COC1=CC(=CC(=C1O)OC)C2C3C(COC3=O)C(C4=CC5=C(C=C24)OCO5)OC6C(C(C7C(O6)COC(O7)C8=CC=CS8)O)O. Cell line: NCI-H460. Synergy scores: CSS=66.3, Synergy_ZIP=-0.822, Synergy_Bliss=-2.15, Synergy_Loewe=2.79, Synergy_HSA=5.19.